Dataset: Full USPTO retrosynthesis dataset with 1.9M reactions from patents (1976-2016). Task: Predict the reactants needed to synthesize the given product. (1) Given the product [C:30]([C:34]1[CH:38]=[C:37]([NH:39][C:40]([NH:27][CH2:26][C:20]2[CH:21]=[C:22]([F:25])[CH:23]=[CH:24][C:19]=2[O:18][C:14]2[CH:13]=[C:12]3[C:17](=[CH:16][CH:15]=2)[N:9]([CH2:8][CH2:7][OH:28])[N:10]=[CH:11]3)=[O:41])[N:36]([C:48]2[CH:53]=[CH:52][C:51]([CH3:54])=[CH:50][CH:49]=2)[N:35]=1)([CH3:33])([CH3:32])[CH3:31], predict the reactants needed to synthesize it. The reactants are: NC(N)=O.CO[CH:7]([O:28]C)[CH2:8][N:9]1[C:17]2[C:12](=[CH:13][C:14]([O:18][C:19]3[CH:24]=[CH:23][C:22]([F:25])=[CH:21][C:20]=3[CH2:26][NH2:27])=[CH:15][CH:16]=2)[CH:11]=[N:10]1.[C:30]([C:34]1[CH:38]=[C:37]([NH:39][C:40](=O)[O:41]CC(Cl)(Cl)Cl)[N:36]([C:48]2[CH:53]=[CH:52][C:51]([CH3:54])=[CH:50][CH:49]=2)[N:35]=1)([CH3:33])([CH3:32])[CH3:31].C(N(CC)C(C)C)(C)C. (2) Given the product [ClH:3].[CH2:22]1[C:23]2[C:28](=[CH:27][CH:26]=[CH:25][CH:24]=2)[CH2:29][CH2:30][N:21]1[C:17]1[N:18]=[CH:19][CH:20]=[C:15]2[C:14]([CH:35]=[O:36])=[C:13]([CH3:31])[N:12]([CH2:11][C:10]3[CH:32]=[CH:33][CH:34]=[C:8]([F:7])[CH:9]=3)[C:16]=12, predict the reactants needed to synthesize it. The reactants are: P(Cl)(Cl)([Cl:3])=O.Cl.[F:7][C:8]1[CH:9]=[C:10]([CH:32]=[CH:33][CH:34]=1)[CH2:11][N:12]1[C:16]2=[C:17]([N:21]3[CH2:30][CH2:29][C:28]4[C:23](=[CH:24][CH:25]=[CH:26][CH:27]=4)[CH2:22]3)[N:18]=[CH:19][CH:20]=[C:15]2[CH:14]=[C:13]1[CH3:31].[C:35](=O)(O)[O-:36].[Na+]. (3) Given the product [C:23]([CH2:25][CH:26]([C:27]1([CH2:32][NH:33][C:34](=[O:40])[O:35][C:36]([CH3:38])([CH3:37])[CH3:39])[CH2:31][CH2:30][CH2:29][CH2:28]1)[N:1]1[CH:5]=[C:4]([C:6]2[C:7]3[CH:14]=[CH:13][N:12]([CH2:15][O:16][CH2:17][CH2:18][Si:19]([CH3:22])([CH3:21])[CH3:20])[C:8]=3[N:9]=[CH:10][N:11]=2)[CH:3]=[N:2]1)#[N:24], predict the reactants needed to synthesize it. The reactants are: [NH:1]1[CH:5]=[C:4]([C:6]2[C:7]3[CH:14]=[CH:13][N:12]([CH2:15][O:16][CH2:17][CH2:18][Si:19]([CH3:22])([CH3:21])[CH3:20])[C:8]=3[N:9]=[CH:10][N:11]=2)[CH:3]=[N:2]1.[C:23](/[CH:25]=[CH:26]/[C:27]1([CH2:32][NH:33][C:34](=[O:40])[O:35][C:36]([CH3:39])([CH3:38])[CH3:37])[CH2:31][CH2:30][CH2:29][CH2:28]1)#[N:24].C(/C=C\C1(CNC(=O)OC(C)(C)C)CCCC1)#N.C1CCN2C(=NCCC2)CC1. (4) Given the product [CH3:21][O:22][C:23](=[O:32])[C:24]1[CH:29]=[CH:28][CH:27]=[CH:26][CH:25]=1, predict the reactants needed to synthesize it. The reactants are: CC1C(C2CCCC(C3C(C)=CC=CN=3)N2)=NC=CC=1.[CH3:21][O:22][C:23](=[O:32])[C:24]1[CH:29]=[CH:28][C:27](CBr)=[CH:26][CH:25]=1.CCN(C(C)C)C(C)C. (5) The reactants are: Cl.C(N=C=NCCCN(C)C)C.OC1C2N=NNC=2C=CC=1.[NH2:23][C:24]1[C:32](S(CC)(=O)=O)=[CH:31][C:27]([C:28]([OH:30])=O)=[C:26]([O:38][CH3:39])[CH:25]=1.Cl.[CH2:41]([N:43]1[CH2:47][CH2:46][CH2:45][CH:44]1[CH2:48][NH2:49])[CH3:42].C(N(CC)CC)C. Given the product [NH2:23][C:24]1[CH:32]=[CH:31][C:27]([C:28]([NH:49][CH2:48][CH:44]2[CH2:45][CH2:46][CH2:47][N:43]2[CH2:41][CH3:42])=[O:30])=[C:26]([O:38][CH3:39])[CH:25]=1, predict the reactants needed to synthesize it. (6) Given the product [CH3:19][N:18]([CH3:20])[CH:16]1[CH2:17][N:14]([C:12]([C:8]2[CH:7]=[C:6]3[C:11]([C:2]([NH:21][CH2:22][C:23]4[CH:24]=[C:25]([CH:29]=[CH:30][CH:31]=4)[C:26]([NH2:28])=[NH:27])=[N:3][CH:4]=[N:5]3)=[CH:10][CH:9]=2)=[O:13])[CH2:15]1, predict the reactants needed to synthesize it. The reactants are: Cl[C:2]1[C:11]2[C:6](=[CH:7][C:8]([C:12]([N:14]3[CH2:17][CH:16]([N:18]([CH3:20])[CH3:19])[CH2:15]3)=[O:13])=[CH:9][CH:10]=2)[N:5]=[CH:4][N:3]=1.[NH2:21][CH2:22][C:23]1[CH:24]=[C:25]([CH:29]=[CH:30][CH:31]=1)[C:26]([NH2:28])=[NH:27].C(N(C(C)C)CC)(C)C. (7) The reactants are: [CH3:1][C:2]1[C:7]([O:8][C@@H:9]2[C@H:13]3[O:14][CH2:15][C@H:16]([NH2:17])[C@H:12]3[O:11][CH2:10]2)=[CH:6][CH:5]=[CH:4][N:3]=1.[C:18]([N:25]1[CH:29]=[CH:28]N=C1)(N1C=CN=C1)=[O:19].[F:30][C:31]([F:40])([F:39])[CH:32]1[CH2:37]CC[CH:34](N)[CH2:33]1. Given the product [CH3:1][C:2]1[C:7]([O:8][C@@H:9]2[C@H:13]3[O:14][CH2:15][C@H:16]([NH:17][C:18]([NH:25][CH:29]4[CH2:28][CH2:34][CH2:33][CH:32]([C:31]([F:40])([F:39])[F:30])[CH2:37]4)=[O:19])[C@H:12]3[O:11][CH2:10]2)=[CH:6][CH:5]=[CH:4][N:3]=1, predict the reactants needed to synthesize it. (8) Given the product [CH:17]1([N:14]2[CH2:15][CH2:16][N:11]([C:9]([CH:1]3[C:3]4([CH2:8][CH2:7][N:6]([C:25]5[CH:30]=[CH:29][N:28]=[CH:27][CH:26]=5)[CH2:5][CH2:4]4)[CH2:2]3)=[O:10])[CH2:12][CH2:13]2)[CH2:18][CH2:19][CH2:20][CH2:21][CH2:22]1, predict the reactants needed to synthesize it. The reactants are: [CH:1]1([C:9]([N:11]2[CH2:16][CH2:15][N:14]([CH:17]3[CH2:22][CH2:21][CH2:20][CH2:19][CH2:18]3)[CH2:13][CH2:12]2)=[O:10])[C:3]2([CH2:8][CH2:7][NH:6][CH2:5][CH2:4]2)[CH2:2]1.Cl.Cl[C:25]1[CH:30]=[CH:29][N:28]=[CH:27][CH:26]=1.C([O-])([O-])=O.[K+].[K+].CCOC(C)=O.[Na+].[Cl-].